From a dataset of Catalyst prediction with 721,799 reactions and 888 catalyst types from USPTO. Predict which catalyst facilitates the given reaction. (1) Reactant: [F:1][C:2]1[C:3]([O:24][CH3:25])=[C:4]([CH:8]([CH2:21][CH2:22][CH3:23])[CH2:9][C:10]([OH:20])([C:16]([F:19])([F:18])[F:17])[C:11](OCC)=[O:12])[CH:5]=[CH:6][CH:7]=1.[H-].[Al+3].[Li+].[H-].[H-].[H-].C(OCC)(=O)C.O. Product: [F:1][C:2]1[C:3]([O:24][CH3:25])=[C:4]([CH:8]([CH2:21][CH2:22][CH3:23])[CH2:9][C:10]([OH:20])([C:16]([F:19])([F:18])[F:17])[CH:11]=[O:12])[CH:5]=[CH:6][CH:7]=1. The catalyst class is: 27. (2) Reactant: FC(F)(F)C(O)=O.C(OC([N:15]1[C:19](=[O:20])[CH2:18][C:17]2([CH2:25][CH2:24][C:23]([CH:29]3[CH2:33][CH2:32][CH2:31][CH2:30]3)([N:26]([CH3:28])[CH3:27])[CH2:22][CH2:21]2)[CH2:16]1)=O)(C)(C)C. Product: [CH:29]1([C:23]2([N:26]([CH3:28])[CH3:27])[CH2:24][CH2:25][C:17]3([CH2:16][NH:15][C:19](=[O:20])[CH2:18]3)[CH2:21][CH2:22]2)[CH2:33][CH2:32][CH2:31][CH2:30]1. The catalyst class is: 2. (3) Reactant: [Cl:1][C:2]1[CH:7]=[CH:6][C:5]([O:8][CH3:9])=[CH:4][C:3]=1[S:10](Cl)(=[O:12])=[O:11].[OH-].[NH4+:15].O. Product: [Cl:1][C:2]1[CH:7]=[CH:6][C:5]([O:8][CH3:9])=[CH:4][C:3]=1[S:10]([NH2:15])(=[O:12])=[O:11]. The catalyst class is: 7. (4) Reactant: [NH2:1][CH2:2][C@@H:3]1[CH2:7][CH2:6][CH2:5][N:4]1[C:8]([O:10][CH2:11][C:12]1[CH:17]=[CH:16][CH:15]=[CH:14][CH:13]=1)=[O:9].[F:18][C:19]([F:32])([F:31])[S:20](O[S:20]([C:19]([F:32])([F:31])[F:18])(=[O:22])=[O:21])(=[O:22])=[O:21].C(Cl)(Cl)Cl. Product: [F:18][C:19]([F:32])([F:31])[S:20]([NH:1][CH2:2][C@@H:3]1[CH2:7][CH2:6][CH2:5][N:4]1[C:8]([O:10][CH2:11][C:12]1[CH:17]=[CH:16][CH:15]=[CH:14][CH:13]=1)=[O:9])(=[O:22])=[O:21]. The catalyst class is: 2. (5) Reactant: [F:1][C:2]([F:8])([F:7])[CH2:3][CH2:4][CH2:5][NH2:6].Cl[C:10]([O:12][C:13]1[CH:18]=[CH:17][C:16]([N+:19]([O-:21])=[O:20])=[CH:15][CH:14]=1)=[O:11].C(N(C(C)C)CC)(C)C.C(=O)([O-])O.[Na+]. Product: [F:1][C:2]([F:8])([F:7])[CH2:3][CH2:4][CH2:5][NH:6][C:10](=[O:11])[O:12][C:13]1[CH:14]=[CH:15][C:16]([N+:19]([O-:21])=[O:20])=[CH:17][CH:18]=1. The catalyst class is: 4. (6) Reactant: [CH3:1][NH:2][C@@H:3]1[C:8]2[CH:9]=[CH:10][CH:11]=[CH:12][C:7]=2[C@H:6]([C:13]2[CH:14]=[CH:15][C:16]([Cl:20])=[C:17]([Cl:19])[CH:18]=2)[CH2:5][CH2:4]1.[ClH:21]. Product: [CH3:1][NH:2][C@@H:3]1[C:8]2[CH:9]=[CH:10][CH:11]=[CH:12][C:7]=2[C@H:6]([C:13]2[CH:14]=[CH:15][C:16]([Cl:20])=[C:17]([Cl:19])[CH:18]=2)[CH2:5][CH2:4]1.[ClH:21]. The catalyst class is: 259. (7) Reactant: [CH:1]([CH:4]1[C:9](=O)[NH:8][C:7]2[CH:11]=[C:12]([CH3:15])[CH:13]=[CH:14][C:6]=2[O:5]1)([CH3:3])[CH3:2].[H-].[Al+3].[Li+].[H-].[H-].[H-].[OH-].[Na+].S([O-])([O-])(=O)=O.[Mg+2]. Product: [CH:1]([CH:4]1[CH2:9][NH:8][C:7]2[CH:11]=[C:12]([CH3:15])[CH:13]=[CH:14][C:6]=2[O:5]1)([CH3:3])[CH3:2]. The catalyst class is: 30. (8) The catalyst class is: 1. Product: [CH3:18][C:17]1[C:20]2[CH:25]=[N:24][C:23]([S:26][CH3:27])=[N:22][C:21]=2[N:28]([C:29]2[CH:30]=[C:31]([NH:35][C:36](=[O:42])[O:37][C:38]([CH3:41])([CH3:40])[CH3:39])[CH:32]=[CH:33][CH:34]=2)[C:12](=[O:13])[CH:11]=1. Reactant: [Li+].C[Si]([N-][Si](C)(C)C)(C)C.[CH3:11][CH2:12][O:13]C(C)=O.[C:17]([C:20]1[C:21]([NH:28][C:29]2[CH:30]=[C:31]([NH:35][C:36](=[O:42])[O:37][C:38]([CH3:41])([CH3:40])[CH3:39])[CH:32]=[CH:33][CH:34]=2)=[N:22][C:23]([S:26][CH3:27])=[N:24][CH:25]=1)(=O)[CH3:18]. (9) Reactant: C([O:3][C:4]([C:6]1([CH2:9][N:10]([C:16]2[C:21]([N+:22]([O-])=O)=[CH:20][N:19]=[C:18]([Cl:25])[N:17]=2)[CH:11]2[CH2:15][CH2:14][CH2:13][CH2:12]2)[CH2:8][CH2:7]1)=O)C. Product: [Cl:25][C:18]1[N:19]=[CH:20][C:21]2[NH:22][C:4](=[O:3])[C:6]3([CH2:8][CH2:7]3)[CH2:9][N:10]([CH:11]3[CH2:15][CH2:14][CH2:13][CH2:12]3)[C:16]=2[N:17]=1. The catalyst class is: 180.